The task is: Predict the product of the given reaction.. This data is from Forward reaction prediction with 1.9M reactions from USPTO patents (1976-2016). Given the reactants [C:1]([Mg]Br)#[CH:2].C1COCC1.[C:10]([C:14]1[CH:15]=[C:16]([CH:19]=[C:20]([Cl:25])[C:21]=1[N:22]([CH3:24])[CH3:23])[CH:17]=[O:18])([CH3:13])([CH3:12])[CH3:11], predict the reaction product. The product is: [C:10]([C:14]1[CH:15]=[C:16]([CH:17]([OH:18])[C:1]#[CH:2])[CH:19]=[C:20]([Cl:25])[C:21]=1[N:22]([CH3:23])[CH3:24])([CH3:13])([CH3:11])[CH3:12].